Dataset: Full USPTO retrosynthesis dataset with 1.9M reactions from patents (1976-2016). Task: Predict the reactants needed to synthesize the given product. (1) The reactants are: [CH:1]1[C:10]2[C:5](=[CH:6][CH:7]=[CH:8][CH:9]=2)[CH:4]=[CH:3][C:2]=1[NH:11][C:12]([C:14]1[C:18]2[N:19]=[C:20](Cl)[N:21]=[CH:22][C:17]=2[S:16][CH:15]=1)=[O:13].[NH2:24][C@@H:25]1[CH2:30][CH2:29][O:28][CH2:27][C@@H:26]1[NH:31][C:32](=[O:38])[O:33][C:34]([CH3:37])([CH3:36])[CH3:35].C(N(C(C)C)CC)(C)C. Given the product [C:34]([O:33][C:32](=[O:38])[NH:31][C@@H:26]1[C@H:25]([NH:24][C:20]2[N:21]=[CH:22][C:17]3[S:16][CH:15]=[C:14]([C:12](=[O:13])[NH:11][C:2]4[CH:3]=[CH:4][C:5]5[C:10](=[CH:9][CH:8]=[CH:7][CH:6]=5)[CH:1]=4)[C:18]=3[N:19]=2)[CH2:30][CH2:29][O:28][CH2:27]1)([CH3:37])([CH3:35])[CH3:36], predict the reactants needed to synthesize it. (2) Given the product [CH3:3][N:2]([CH2:4][C:5]1[CH:6]=[C:7]([C:11]2[CH:16]=[C:15]([CH:14]=[CH:13][C:12]=2[O:20][CH3:21])[NH2:17])[CH:8]=[CH:9][CH:10]=1)[CH3:1], predict the reactants needed to synthesize it. The reactants are: [CH3:1][N:2]([CH2:4][C:5]1[CH:6]=[C:7]([C:11]2[CH:16]=[C:15]([N+:17]([O-])=O)[CH:14]=[CH:13][C:12]=2[O:20][CH3:21])[CH:8]=[CH:9][CH:10]=1)[CH3:3].Cl. (3) Given the product [CH3:1][O:2][CH2:3][N:4]1[C:9]2[CH:10]=[C:11]([CH:14]=[CH:15][C:16]([NH2:32])=[O:17])[CH:12]=[CH:13][C:8]=2[S:7][C:6]2[N:19]=[CH:20][CH:21]=[N:22][C:5]1=2, predict the reactants needed to synthesize it. The reactants are: [CH3:1][O:2][CH2:3][N:4]1[C:9]2[CH:10]=[C:11](/[CH:14]=[CH:15]/[C:16](O)=[O:17])[CH:12]=[CH:13][C:8]=2[S:7][C:6]2[N:19]=[CH:20][CH:21]=[N:22][C:5]1=2.ClP(=O)(OCC)OCC.[NH3:32].C(=O)([O-])[O-].[Na+].[Na+]. (4) Given the product [CH2:4]([NH:11][C:12]([C:14]1[S:18][C:17]([C:2]#[N:3])=[N:16][C:15]=1[CH3:20])=[O:13])[C:5]1[CH:6]=[CH:7][CH:8]=[CH:9][CH:10]=1, predict the reactants needed to synthesize it. The reactants are: [Cu][C:2]#[N:3].[CH2:4]([NH:11][C:12]([C:14]1[S:18][C:17](I)=[N:16][C:15]=1[CH3:20])=[O:13])[C:5]1[CH:10]=[CH:9][CH:8]=[CH:7][CH:6]=1. (5) Given the product [Br:1][C:2]1[CH:3]=[C:4]([CH:7]=[C:8](/[CH:11]=[CH:12]/[CH2:13][O:14][CH3:15])[C:9]=1[CH3:10])[CH2:5][NH:19][CH:16]1[CH2:18][CH2:17]1, predict the reactants needed to synthesize it. The reactants are: [Br:1][C:2]1[CH:3]=[C:4]([CH:7]=[C:8](/[CH:11]=[CH:12]/[CH2:13][O:14][CH3:15])[C:9]=1[CH3:10])[CH:5]=O.[CH:16]1([NH2:19])[CH2:18][CH2:17]1.[O-]S([O-])(=O)=O.[Mg+2].[BH4-].[Na+]. (6) Given the product [ClH:1].[CH3:18][N:14]1[C:13]([CH3:19])=[C:12]2[C:16]([CH:17]=[C:9]([N:8]([CH3:20])[C:6]3[CH:5]=[CH:4][N:3]=[C:2]([NH:21][C:22]4[CH:23]=[CH:24][C:25]([CH3:32])=[C:26]([S:28]([NH2:31])(=[O:29])=[O:30])[CH:27]=4)[N:7]=3)[CH:10]=[CH:11]2)=[N:15]1, predict the reactants needed to synthesize it. The reactants are: [Cl:1][C:2]1[N:7]=[C:6]([N:8]([CH3:20])[C:9]2[CH:10]=[CH:11][C:12]3[C:16]([CH:17]=2)=[N:15][N:14]([CH3:18])[C:13]=3[CH3:19])[CH:5]=[CH:4][N:3]=1.[NH2:21][C:22]1[CH:23]=[CH:24][C:25]([CH3:32])=[C:26]([S:28]([NH2:31])(=[O:30])=[O:29])[CH:27]=1.Cl.O1CCOCC1. (7) Given the product [CH:18]1([CH2:24][N:25]2[C:29]3[CH:30]=[CH:31][C:32]([C:34]([N:5]4[CH2:4][C@:3]([CH3:2])([OH:8])[CH2:7][O:6]4)=[O:35])=[CH:33][C:28]=3[N:27]=[C:26]2[C:37]([CH3:40])([CH3:41])[CH2:38][CH3:39])[CH2:19][CH2:20][CH2:21][CH2:22][CH2:23]1, predict the reactants needed to synthesize it. The reactants are: Cl.[CH3:2][C@@:3]1([OH:8])[CH2:7][O:6][NH:5][CH2:4]1.C(N(C(C)C)CC)(C)C.[CH:18]1([CH2:24][N:25]2[C:29]3[CH:30]=[CH:31][C:32]([C:34](O)=[O:35])=[CH:33][C:28]=3[N:27]=[C:26]2[C:37]([CH3:41])([CH3:40])[CH2:38][CH3:39])[CH2:23][CH2:22][CH2:21][CH2:20][CH2:19]1.CN(C(ON1N=NC2C=CC=NC1=2)=[N+](C)C)C.F[P-](F)(F)(F)(F)F.